From a dataset of Forward reaction prediction with 1.9M reactions from USPTO patents (1976-2016). Predict the product of the given reaction. (1) Given the reactants [NH2:1][CH2:2][CH2:3][OH:4].[N+:5]([C:8]1[CH:16]=[CH:15][C:11]([C:12](Cl)=[O:13])=[CH:10][CH:9]=1)([O-:7])=[O:6].C(=O)(O)[O-].[Na+], predict the reaction product. The product is: [OH:4][CH2:3][CH2:2][NH:1][C:12](=[O:13])[C:11]1[CH:10]=[CH:9][C:8]([N+:5]([O-:7])=[O:6])=[CH:16][CH:15]=1. (2) Given the reactants [CH2:1]=[C:2]1[CH2:6][N:5]([C:7](=[O:27])[C:8]2[CH:13]=[C:12]([O:14][CH3:15])[C:11]([O:16][CH2:17][C:18]3[CH:23]=[CH:22][CH:21]=[CH:20][CH:19]=3)=[CH:10][C:9]=2[N+:24]([O-])=O)[C@H:4]([CH:28]=O)[CH2:3]1.S(S([O-])=O)([O-])=O.[Na+].[Na+].C(Cl)Cl.CO.C(Cl)(C)=O, predict the reaction product. The product is: [CH3:15][O:14][C:12]1[C:11]([O:16][CH2:17][C:18]2[CH:19]=[CH:20][CH:21]=[CH:22][CH:23]=2)=[CH:10][C:9]2[N:24]=[CH:28][C@@H:4]3[CH2:3][C:2](=[CH2:1])[CH2:6][N:5]3[C:7](=[O:27])[C:8]=2[CH:13]=1. (3) The product is: [C:25]([OH:32])(=[O:31])/[CH:26]=[CH:27]/[C:28]([OH:30])=[O:29].[S:19]1[C:20]2[C:12]([O:11][C@H:4]([C:5]3[CH:10]=[CH:9][CH:8]=[CH:7][CH:6]=3)[CH2:3][CH2:2][NH:24][CH3:23])=[CH:13][CH:14]=[CH:15][C:16]=2[CH:17]=[C:18]1[C:21]#[N:22]. Given the reactants I[CH2:2][CH2:3][C@H:4]([O:11][C:12]1[C:20]2[S:19][C:18]([C:21]#[N:22])=[CH:17][C:16]=2[CH:15]=[CH:14][CH:13]=1)[C:5]1[CH:10]=[CH:9][CH:8]=[CH:7][CH:6]=1.[CH3:23][NH2:24].[C:25]([OH:32])(=[O:31])/[CH:26]=[CH:27]/[C:28]([OH:30])=[O:29], predict the reaction product. (4) Given the reactants [Br:1][C:2]1[C:7]([OH:8])=[CH:6][CH:5]=[CH:4][N:3]=1.[CH3:9][O-].[Na+].CO.CI, predict the reaction product. The product is: [Br:1][C:2]1[C:7]([O:8][CH3:9])=[CH:6][CH:5]=[CH:4][N:3]=1. (5) Given the reactants [C:1](Cl)(=[O:3])[CH3:2].[Cl:5][C:6]1[CH:11]=[CH:10][CH:9]=[CH:8][C:7]=1[C@H:12]1[O:14][C@:13]1([CH2:22][N:23]1[C:27](=[S:28])[NH:26][CH:25]=[N:24]1)[C:15]1[CH:20]=[CH:19][CH:18]=[C:17]([F:21])[CH:16]=1.C(N(CC)CC)C, predict the reaction product. The product is: [C:1](=[O:3])([S:28][C:27]1[N:23]([CH2:22][C@@:13]2([C:15]3[CH:20]=[CH:19][CH:18]=[C:17]([F:21])[CH:16]=3)[C@@H:12]([C:7]3[CH:8]=[CH:9][CH:10]=[CH:11][C:6]=3[Cl:5])[O:14]2)[N:24]=[CH:25][N:26]=1)[CH3:2]. (6) Given the reactants [C:1]([NH:5][C:6]([C:8]1[C:16]2[C:11](=[N:12][CH:13]=[C:14]([C:17]3[C:25]4[C:20](=[CH:21][CH:22]=[C:23]([O:26][CH:27]([F:29])[F:28])[CH:24]=4)[N:19]([CH2:30][CH:31]4[CH2:34][N:33]([CH3:35])[CH2:32]4)[N:18]=3)[N:15]=2)[N:10](COCC[Si](C)(C)C)[CH:9]=1)=[O:7])([CH3:4])([CH3:3])[CH3:2].FC(F)(F)C(O)=O, predict the reaction product. The product is: [C:1]([NH:5][C:6]([C:8]1[C:16]2[C:11](=[N:12][CH:13]=[C:14]([C:17]3[C:25]4[C:20](=[CH:21][CH:22]=[C:23]([O:26][CH:27]([F:28])[F:29])[CH:24]=4)[N:19]([CH2:30][CH:31]4[CH2:32][N:33]([CH3:35])[CH2:34]4)[N:18]=3)[N:15]=2)[NH:10][CH:9]=1)=[O:7])([CH3:4])([CH3:3])[CH3:2]. (7) Given the reactants [CH3:1][S:2]([CH2:5][C:6]1[CH:11]=[CH:10][C:9]([C:12]2[C:13]3[N:14]([N:18]=[C:19]([NH2:21])[N:20]=3)[CH:15]=[CH:16][CH:17]=2)=[CH:8][CH:7]=1)(=[O:4])=[O:3].Br[C:23]1[CH:28]=[CH:27][C:26]([N:29]2[CH2:34][CH2:33][N:32]([CH3:35])[CH2:31][CH2:30]2)=[CH:25][CH:24]=1.C1(P(C2CCCCC2)C2C=CC=CC=2C2C=CC=CC=2P(C2CCCCC2)C2CCCCC2)CCCCC1, predict the reaction product. The product is: [CH3:1][S:2]([CH2:5][C:6]1[CH:7]=[CH:8][C:9]([C:12]2[C:13]3[N:14]([N:18]=[C:19]([NH:21][C:23]4[CH:24]=[CH:25][C:26]([N:29]5[CH2:34][CH2:33][N:32]([CH3:35])[CH2:31][CH2:30]5)=[CH:27][CH:28]=4)[N:20]=3)[CH:15]=[CH:16][CH:17]=2)=[CH:10][CH:11]=1)(=[O:3])=[O:4].